Dataset: Full USPTO retrosynthesis dataset with 1.9M reactions from patents (1976-2016). Task: Predict the reactants needed to synthesize the given product. (1) Given the product [Cl:1][C:2]1[CH:3]=[CH:4][C:5]([N:15]2[CH:19]=[C:18]([C:20]([F:21])([F:23])[F:22])[N:17]=[N:16]2)=[C:6]([C:8]2[N:13]=[CH:12][N:11]([C@@H:60]3[C:77]4[CH:78]=[C:73]([CH:74]=[CH:75][CH:76]=4)[C:72]4[N:71]=[CH:70][C:69]([C:79]#[N:80])=[CH:68][C:67]=4[NH:66][C:65](=[O:81])[C@H:64]([CH3:82])[CH2:63][CH2:62][CH2:61]3)[C:10](=[O:14])[CH:9]=2)[CH:7]=1, predict the reactants needed to synthesize it. The reactants are: [Cl:1][C:2]1[CH:3]=[CH:4][C:5]([N:15]2[CH:19]=[C:18]([C:20]([F:23])([F:22])[F:21])[N:17]=[N:16]2)=[C:6]([C:8]2[N:13]=[CH:12][N:11]=[C:10]([OH:14])[CH:9]=2)[CH:7]=1.CN(C(ON1N=NC2C=CC=NC1=2)=[N+](C)C)C.F[P-](F)(F)(F)(F)F.C1CCN2C(=NCCC2)CC1.N[C@@H:60]1[C:77]2[CH:78]=[C:73]([CH:74]=[CH:75][CH:76]=2)[C:72]2[N:71]=[CH:70][C:69]([C:79]#[N:80])=[CH:68][C:67]=2[NH:66][C:65](=[O:81])[C@H:64]([CH3:82])[CH2:63][CH2:62][CH2:61]1. (2) The reactants are: [H-].[H-].[H-].[H-].[Li+].[Al+3].[CH3:7][C:8]1[CH:9]=[C:10]2[C:14](=[CH:15][CH:16]=1)[NH:13][C:12]([CH2:17][CH2:18][C:19](N1[C@@H](C3C=CC=CC=3)COC1=O)=[O:20])=[CH:11]2.CCOC(C)=O.[CH2:39]1[CH2:43]OC[CH2:40]1. Given the product [CH3:7][C:8]1[CH:9]=[C:10]2[C:14](=[CH:15][CH:16]=1)[NH:13][C:12]([CH2:17][C@H:18]([CH2:43][CH:39]=[CH2:40])[CH2:19][OH:20])=[CH:11]2, predict the reactants needed to synthesize it. (3) Given the product [OH:6][C:7]1[CH:35]=[CH:34][C:10]([C:11]([NH:13][NH:14][C:15]([C:17]2[O:18][CH:19]=[C:20]([C:28]3[CH:33]=[CH:32][CH:31]=[CH:30][CH:29]=3)[C:21]=2[C:22]2[CH:23]=[CH:24][CH:25]=[CH:26][CH:27]=2)=[O:16])=[O:12])=[CH:9][C:8]=1[NH:36][S:37]([CH3:40])(=[O:39])=[O:38], predict the reactants needed to synthesize it. The reactants are: B(Br)(Br)Br.C[O:6][C:7]1[CH:35]=[CH:34][C:10]([C:11]([NH:13][NH:14][C:15]([C:17]2[O:18][CH:19]=[C:20]([C:28]3[CH:33]=[CH:32][CH:31]=[CH:30][CH:29]=3)[C:21]=2[C:22]2[CH:27]=[CH:26][CH:25]=[CH:24][CH:23]=2)=[O:16])=[O:12])=[CH:9][C:8]=1[NH:36][S:37]([CH3:40])(=[O:39])=[O:38].[OH-].[Na+].Cl. (4) Given the product [CH3:1][O:2][C:3]([C:5]1[S:14][C:8]2[N:9]=[CH:10][N:11]=[C:12]([NH:16][C:17]3[C:18]([OH:23])=[N:19][CH:20]=[CH:21][CH:22]=3)[C:7]=2[C:6]=1[CH3:15])=[O:4], predict the reactants needed to synthesize it. The reactants are: [CH3:1][O:2][C:3]([C:5]1[S:14][C:8]2[N:9]=[CH:10][N:11]=[C:12](Cl)[C:7]=2[C:6]=1[CH3:15])=[O:4].[NH2:16][C:17]1[C:18]([OH:23])=[N:19][CH:20]=[CH:21][CH:22]=1. (5) Given the product [CH3:11][C:10]1[C:6]2[C:4](=[O:3])[N:14]([CH2:15][CH2:16][N:17]3[CH2:21][CH2:20][CH2:19][CH2:18]3)[CH2:13][CH2:12][C:7]=2[NH:8][CH:9]=1, predict the reactants needed to synthesize it. The reactants are: C([O:3][C:4]([C:6]1[C:10]([CH3:11])=[CH:9][NH:8][C:7]=1[CH2:12][CH2:13][NH:14][CH2:15][CH2:16][N:17]1[CH2:21][CH2:20][CH2:19][CH2:18]1)=O)C.C[Al](C)C.Cl.[OH-].[Na+]. (6) Given the product [O:1]1[CH:5]=[CH:4][N:3]=[C:2]1[C@H:6]([NH:8][C:9]([C:11]1[C:19]2[C:14](=[N:15][CH:16]=[C:17]([C:20]3[C:28]4[C:23](=[CH:24][C:25]([F:29])=[CH:26][CH:27]=4)[N:22]([CH3:30])[N:21]=3)[N:18]=2)[NH:13][CH:12]=1)=[O:10])[CH3:7], predict the reactants needed to synthesize it. The reactants are: [O:1]1[CH:5]=[CH:4][N:3]=[C:2]1[C@H:6]([NH:8][C:9]([C:11]1[C:19]2[C:14](=[N:15][CH:16]=[C:17]([C:20]3[C:28]4[C:23](=[CH:24][C:25]([F:29])=[CH:26][CH:27]=4)[N:22]([CH3:30])[N:21]=3)[N:18]=2)[N:13](COCC[Si](C)(C)C)[CH:12]=1)=[O:10])[CH3:7].FC(F)(F)C(O)=O.C(N)CN. (7) Given the product [Cl:21][C:17]1[CH:18]=[C:19]2[C:11]([C:9]([C:4]3[C:3]([F:20])=[C:2]([NH:1][S:48]([C:43]4[CH:42]=[C:41]([F:40])[CH:46]=[C:45]([F:47])[CH:44]=4)(=[O:49])=[O:50])[CH:7]=[CH:6][C:5]=3[F:8])=[O:10])=[CH:12][NH:13][C:14]2=[N:15][CH:16]=1, predict the reactants needed to synthesize it. The reactants are: [NH2:1][C:2]1[C:3]([F:20])=[C:4]([C:9]([C:11]2[C:19]3[C:14](=[N:15][CH:16]=[CH:17][CH:18]=3)[NH:13][CH:12]=2)=[O:10])[C:5]([F:8])=[CH:6][CH:7]=1.[Cl:21]C1C=C2C=CNC2=NC=1.N1C2C(=CC=CN=2)C=C1.[F:40][C:41]1[CH:42]=[C:43]([S:48](Cl)(=[O:50])=[O:49])[CH:44]=[C:45]([F:47])[CH:46]=1.S(Cl)(Cl)(=O)=O. (8) Given the product [CH:1]1([NH:4][C:5]2[C:10]([C:11]([NH2:13])=[O:12])=[CH:9][N:8]=[C:7]([NH:14][C:15]3[CH:20]=[CH:19][C:18]([CH:21]4[CH2:22][CH2:23][N:24]([S:27]([CH:30]5[CH2:32][CH2:31]5)(=[O:28])=[O:29])[CH2:25][CH2:26]4)=[CH:17][CH:16]=3)[N:6]=2)[CH2:2][CH2:3]1, predict the reactants needed to synthesize it. The reactants are: [CH:1]1([NH:4][C:5]2[C:10]([C:11]([NH2:13])=[O:12])=[CH:9][N:8]=[C:7]([NH:14][C:15]3[CH:20]=[CH:19][C:18]([CH:21]4[CH2:26][CH2:25][N:24]([S:27]([CH2:30][CH3:31])(=[O:29])=[O:28])[CH2:23][CH2:22]4)=[CH:17][CH:16]=3)[N:6]=2)[CH2:3][CH2:2]1.[CH:32]1(S(Cl)(=O)=O)CC1.